This data is from Peptide-MHC class I binding affinity with 185,985 pairs from IEDB/IMGT. The task is: Regression. Given a peptide amino acid sequence and an MHC pseudo amino acid sequence, predict their binding affinity value. This is MHC class I binding data. (1) The peptide sequence is ILDSFDPLV. The MHC is HLA-A02:01 with pseudo-sequence HLA-A02:01. The binding affinity (normalized) is 1.00. (2) The peptide sequence is LTTIAYEEEE. The MHC is H-2-Kb with pseudo-sequence H-2-Kb. The binding affinity (normalized) is 0. (3) The peptide sequence is LLLCLIFLL. The MHC is HLA-A03:01 with pseudo-sequence HLA-A03:01. The binding affinity (normalized) is 0.407.